From a dataset of Catalyst prediction with 721,799 reactions and 888 catalyst types from USPTO. Predict which catalyst facilitates the given reaction. (1) Reactant: [NH2:1][C:2]1[CH:3]=[CH:4][CH:5]=[C:6]2[C:11]=1[N:10]=[CH:9][CH:8]=[CH:7]2.[Cl:12][C:13]1[C:18]([Cl:19])=[CH:17][CH:16]=[CH:15][C:14]=1[S:20](Cl)(=[O:22])=[O:21]. Product: [Cl:12][C:13]1[C:18]([Cl:19])=[CH:17][CH:16]=[CH:15][C:14]=1[S:20]([NH:1][C:2]1[CH:3]=[CH:4][CH:5]=[C:6]2[C:11]=1[N:10]=[CH:9][CH:8]=[CH:7]2)(=[O:22])=[O:21]. The catalyst class is: 142. (2) Reactant: C([O:8][C:9]1[CH:14]=[CH:13][C:12]([NH:15][C:16]2[C:17](=[O:33])[N:18]([C:29]([CH3:32])([CH3:31])[CH3:30])[S:19](=[O:28])(=[O:27])[C:20]=2[C:21]2[CH:26]=[CH:25][CH:24]=[CH:23][CH:22]=2)=[CH:11][CH:10]=1)C1C=CC=CC=1.B(F)(F)F.CCOCC.CSC. Product: [C:29]([N:18]1[C:17](=[O:33])[C:16]([NH:15][C:12]2[CH:13]=[CH:14][C:9]([OH:8])=[CH:10][CH:11]=2)=[C:20]([C:21]2[CH:26]=[CH:25][CH:24]=[CH:23][CH:22]=2)[S:19]1(=[O:27])=[O:28])([CH3:32])([CH3:30])[CH3:31]. The catalyst class is: 2. (3) Reactant: O[CH2:2][CH2:3][C:4]1[C:5]([NH:7][C:8](=[O:10])[CH:9]=1)=[O:6].[CH2:11](N(CC)CC)[CH3:12].ClC(Cl)([O:21][C:22](=[O:28])[O:23]C(Cl)(Cl)Cl)Cl. Product: [C:22](=[O:21])([OH:28])[OH:23].[CH2:3]([C:4]1[C:5](=[O:6])[NH:7][C:8](=[O:10])[C:9]=1[CH2:11][CH3:12])[CH3:2]. The catalyst class is: 2. (4) Reactant: [C:1]([C:3]1[CH:4]=[C:5]([CH2:10][CH2:11][C:12]2([C:32](OCC)=[O:33])[CH2:17][CH2:16][N:15]([C:18](=[O:31])[CH2:19][C:20]3[CH:25]=[CH:24][C:23]([N:26]4[CH:30]=[N:29][N:28]=[N:27]4)=[CH:22][CH:21]=3)[CH2:14][CH2:13]2)[CH:6]=[CH:7][C:8]=1[F:9])#[N:2].[BH4-].[Na+].[Cl-].[Li+].C(O)C. Product: [F:9][C:8]1[CH:7]=[CH:6][C:5]([CH2:10][CH2:11][C:12]2([CH2:32][OH:33])[CH2:13][CH2:14][N:15]([C:18](=[O:31])[CH2:19][C:20]3[CH:25]=[CH:24][C:23]([N:26]4[CH:30]=[N:29][N:28]=[N:27]4)=[CH:22][CH:21]=3)[CH2:16][CH2:17]2)=[CH:4][C:3]=1[C:1]#[N:2]. The catalyst class is: 1. (5) Reactant: [C:1]([O:5][C:6]([N:8]1[CH2:13][CH2:12][N:11]([C:14](=[O:33])[CH2:15][N:16]2[CH2:21][CH:20]=[C:19]([C:22]3[CH:27]=[CH:26][C:25]([N+:28]([O-])=O)=[C:24]([O:31][CH3:32])[CH:23]=3)[CH2:18][CH2:17]2)[CH2:10][CH2:9]1)=[O:7])([CH3:4])([CH3:3])[CH3:2]. Product: [C:1]([O:5][C:6]([N:8]1[CH2:9][CH2:10][N:11]([C:14](=[O:33])[CH2:15][N:16]2[CH2:17][CH2:18][CH:19]([C:22]3[CH:27]=[CH:26][C:25]([NH2:28])=[C:24]([O:31][CH3:32])[CH:23]=3)[CH2:20][CH2:21]2)[CH2:12][CH2:13]1)=[O:7])([CH3:4])([CH3:3])[CH3:2]. The catalyst class is: 19. (6) Reactant: C[Si](C)(C)CCOC[N:7](COCC[Si](C)(C)C)[C:8]1[N:13]2[N:14]=[CH:15][C:16]([C:17]3[CH:18]=[N:19][C:20]([C:23]4[CH:28]=[CH:27][CH:26]=[CH:25][CH:24]=4)=[CH:21][CH:22]=3)=[C:12]2[N:11]=[C:10]([CH:29]2[CH2:34][CH2:33][N:32](C(OC(C)(C)C)=O)[CH2:31][CH2:30]2)[C:9]=1Br.C([Sn](CCCC)(CCCC)[C:58]([O:60]CC)=[CH2:59])CCC. Product: [NH2:7][C:8]1[N:13]2[N:14]=[CH:15][C:16]([C:17]3[CH:18]=[N:19][C:20]([C:23]4[CH:28]=[CH:27][CH:26]=[CH:25][CH:24]=4)=[CH:21][CH:22]=3)=[C:12]2[N:11]=[C:10]([CH:29]2[CH2:34][CH2:33][NH:32][CH2:31][CH2:30]2)[C:9]=1[C:58](=[O:60])[CH3:59]. The catalyst class is: 77. (7) Reactant: [NH2:1][CH2:2][CH2:3][CH2:4][CH2:5][OH:6].[CH3:7][C:8]1[C:9]([CH:15]=O)=[N:10][CH:11]=[C:12]([CH3:14])[CH:13]=1.[BH4-].[Na+]. Product: [CH3:7][C:8]1[C:9]([CH2:15][NH:1][CH2:2][CH2:3][CH2:4][CH2:5][OH:6])=[N:10][CH:11]=[C:12]([CH3:14])[CH:13]=1. The catalyst class is: 5. (8) Reactant: [CH:1]1[C:10]2[C:5](=[CH:6][CH:7]=[CH:8][CH:9]=2)[CH:4]=[CH:3][C:2]=1[CH2:11][CH:12]1[C:19]2[CH:18]=[C:17]([C:20]([O:22]C)=[O:21])[NH:16][C:15]=2[CH2:14][CH2:13]1.[OH-].[Li+].CO. Product: [CH:1]1[C:10]2[C:5](=[CH:6][CH:7]=[CH:8][CH:9]=2)[CH:4]=[CH:3][C:2]=1[CH2:11][CH:12]1[C:19]2[CH:18]=[C:17]([C:20]([OH:22])=[O:21])[NH:16][C:15]=2[CH2:14][CH2:13]1. The catalyst class is: 1. (9) Reactant: [Cl:1][C:2]1[CH:19]=[CH:18][CH:17]=[C:16]([Cl:20])[C:3]=1[CH2:4][NH:5][C:6]1[C:11]([N+:12]([O-:14])=[O:13])=[CH:10][CH:9]=[C:8](Cl)[N:7]=1.[C:21]([O:25][C:26]([N:28]1[CH2:32][CH2:31][C@@H:30]([CH2:33][NH2:34])[CH2:29]1)=[O:27])([CH3:24])([CH3:23])[CH3:22].C(=O)([O-])[O-].[K+].[K+]. Product: [Cl:1][C:2]1[CH:19]=[CH:18][CH:17]=[C:16]([Cl:20])[C:3]=1[CH2:4][NH:5][C:6]1[N:7]=[C:8]([NH:34][CH2:33][C@@H:30]2[CH2:31][CH2:32][N:28]([C:26]([O:25][C:21]([CH3:24])([CH3:23])[CH3:22])=[O:27])[CH2:29]2)[CH:9]=[CH:10][C:11]=1[N+:12]([O-:14])=[O:13]. The catalyst class is: 23.